From a dataset of Reaction yield outcomes from USPTO patents with 853,638 reactions. Predict the reaction yield, written as a fraction of the theoretical maximum amount of product (1.0 means a 100% yield; for example, 0.34 means a 34% yield). (1) The reactants are [C:1]([N:9]1[C@@H:13]([CH:14]([CH3:16])[CH3:15])[C:12](=[O:17])OC1=O)(=[O:8])[C:2]1[CH:7]=[CH:6][CH:5]=[CH:4][CH:3]=1.[C:19]1([CH3:28])[CH:24]=[CH:23][C:22]([C@@H:25]([NH2:27])[CH3:26])=[CH:21][CH:20]=1.CN1CCOCC1.Cl. The catalyst is C(OCC)(=O)C. The product is [C:19]1([CH3:28])[CH:24]=[CH:23][C:22]([C@@H:25]([NH:27][C:12](=[O:17])[C@H:13]([CH:14]([CH3:15])[CH3:16])[NH:9][C:1](=[O:8])[C:2]2[CH:3]=[CH:4][CH:5]=[CH:6][CH:7]=2)[CH3:26])=[CH:21][CH:20]=1. The yield is 0.980. (2) The reactants are Br[C:2]1[CH:3]=[CH:4][C:5]([N+:8]([O-])=O)=[N:6][CH:7]=1.[CH3:11][CH:12]1[CH2:17][NH:16][CH2:15][CH:14]([CH3:18])[NH:13]1.C(=O)([O-])[O-].[K+].[K+].C(N(CC)CC)C.[C:32](O[C:32]([O:34][C:35]([CH3:38])([CH3:37])[CH3:36])=[O:33])([O:34][C:35]([CH3:38])([CH3:37])[CH3:36])=[O:33]. The catalyst is [I-].C([N+](CCCC)(CCCC)CCCC)CCC.CS(C)=O.ClCCl.C1COCC1.[Ni]. The product is [C:35]([O:34][C:32]([N:13]1[CH:14]([CH3:18])[CH2:15][N:16]([C:2]2[CH:7]=[N:6][C:5]([NH2:8])=[CH:4][CH:3]=2)[CH2:17][CH:12]1[CH3:11])=[O:33])([CH3:38])([CH3:37])[CH3:36]. The yield is 0.267. (3) The reactants are CCN(CC)CC.N1C=CC=CC=1.[CH2:14]([O:16][C:17]([C:19]1[NH:20][C:21]2[C:26]([C:27]=1[I:28])=[CH:25][C:24]([O:29][CH2:30][C:31]1[CH:36]=[CH:35][CH:34]=[CH:33][CH:32]=1)=[CH:23][CH:22]=2)=[O:18])[CH3:15].[CH:37]([O:40][C:41]1[CH:46]=[CH:45][C:44](B(O)O)=[CH:43][CH:42]=1)([CH3:39])[CH3:38]. The catalyst is CC([O-])=O.CC([O-])=O.[Cu+2].C(Cl)Cl. The product is [CH2:14]([O:16][C:17]([C:19]1[N:20]([C:44]2[CH:45]=[CH:46][C:41]([O:40][CH:37]([CH3:39])[CH3:38])=[CH:42][CH:43]=2)[C:21]2[C:26]([C:27]=1[I:28])=[CH:25][C:24]([O:29][CH2:30][C:31]1[CH:36]=[CH:35][CH:34]=[CH:33][CH:32]=1)=[CH:23][CH:22]=2)=[O:18])[CH3:15]. The yield is 0.920. (4) The reactants are [C:1]([C:4]1[C:12]2[O:11][CH2:10][C:9](=[O:13])[C:8]=2[CH:7]=[CH:6][C:5]=1[OH:14])(=O)[CH3:2].C(O)(=O)C.[C:19]([N:26]1[CH2:31][CH2:30][NH:29][CH2:28][CH2:27]1)([O:21][C:22]([CH3:25])([CH3:24])[CH3:23])=[O:20].C(O[BH-](OC(=O)C)OC(=O)C)(=O)C.[Na+]. The catalyst is C(Cl)Cl. The product is [OH:14][C:5]1[CH:6]=[CH:7][C:8]2[C:9](=[O:13])[CH2:10][O:11][C:12]=2[C:4]=1[CH:1]([N:29]1[CH2:28][CH2:27][N:26]([C:19]([O:21][C:22]([CH3:25])([CH3:24])[CH3:23])=[O:20])[CH2:31][CH2:30]1)[CH3:2]. The yield is 0.900.